From a dataset of Full USPTO retrosynthesis dataset with 1.9M reactions from patents (1976-2016). Predict the reactants needed to synthesize the given product. (1) Given the product [CH:21]1([C:8]2[CH:9]=[C:10]([C:17]([F:20])([F:19])[F:18])[CH:11]=[C:12]([C:13]([F:16])([F:15])[F:14])[C:7]=2[CH:6]=[O:25])[CH2:23][CH2:22]1, predict the reactants needed to synthesize it. The reactants are: C(N=[CH:6][C:7]1[C:12]([C:13]([F:16])([F:15])[F:14])=[CH:11][C:10]([C:17]([F:20])([F:19])[F:18])=[CH:9][C:8]=1[CH:21]1[CH2:23][CH2:22]1)CCC.Cl.[OH2:25]. (2) The reactants are: [NH2:1][C:2]1[C:11]([Cl:12])=[CH:10][C:5]([C:6]([O:8][CH3:9])=[O:7])=[C:4]([O:13][CH3:14])[CH:3]=1.[C:15](OC(=O)C)(=[O:17])[CH3:16]. Given the product [C:15]([NH:1][C:2]1[C:11]([Cl:12])=[CH:10][C:5]([C:6]([O:8][CH3:9])=[O:7])=[C:4]([O:13][CH3:14])[CH:3]=1)(=[O:17])[CH3:16], predict the reactants needed to synthesize it.